This data is from Catalyst prediction with 721,799 reactions and 888 catalyst types from USPTO. The task is: Predict which catalyst facilitates the given reaction. (1) Reactant: [F:1][C:2]1[CH:7]=[CH:6][CH:5]=[C:4]([F:8])[C:3]=1[N:9](C1C=CC=CC=1)[NH2:10].S(=O)(=O)(O)O.[C:22](/[CH:24]=[C:25](\[O-])/[C:26]([O:28][CH2:29][CH3:30])=[O:27])#[N:23].[K+]. Product: [NH2:23][C:22]1[N:9]([C:3]2[C:2]([F:1])=[CH:7][CH:6]=[CH:5][C:4]=2[F:8])[N:10]=[C:25]([C:26]([O:28][CH2:29][CH3:30])=[O:27])[CH:24]=1. The catalyst class is: 408. (2) Reactant: [CH2:1]([NH:5][C:6]([CH:8]1[CH2:16][C:15]2[C:10](=[CH:11][CH:12]=[C:13]([Cl:17])[CH:14]=2)[NH:9]1)=[O:7])[CH2:2][CH2:3][CH3:4].[C:18]([O:22][C:23](N[C@@H](CC)C(O)=O)=[O:24])([CH3:21])([CH3:20])[CH3:19].O=C1[N:40](P(Cl)([N:40]2[CH2:44][CH2:43][O:42]C2=O)=O)[CH2:44][CH2:43][O:42]1.[CH2:47](N(CC)CC)[CH3:48]. Product: [CH2:1]([NH:5][C:6]([C@@:8]1([C:43](=[O:42])[C@@H:44]([NH2:40])[CH2:47][CH3:48])[CH2:16][C:15]2[C:10](=[CH:11][CH:12]=[C:13]([Cl:17])[CH:14]=2)[N:9]1[C:23]([O:22][C:18]([CH3:19])([CH3:21])[CH3:20])=[O:24])=[O:7])[CH2:2][CH2:3][CH3:4]. The catalyst class is: 2.